From a dataset of Full USPTO retrosynthesis dataset with 1.9M reactions from patents (1976-2016). Predict the reactants needed to synthesize the given product. (1) Given the product [Cl:1][C:2]1[N:3]=[C:4]([N:13]2[CH2:18][CH2:17][O:16][CH2:15][CH2:14]2)[C:5]2[CH:10]=[C:9]([CH2:11][N:26]3[CH2:25][CH2:24][N:23]([C:21]([N:20]([CH3:29])[CH3:19])=[O:22])[CH2:28][CH2:27]3)[S:8][C:6]=2[N:7]=1, predict the reactants needed to synthesize it. The reactants are: [Cl:1][C:2]1[N:3]=[C:4]([N:13]2[CH2:18][CH2:17][O:16][CH2:15][CH2:14]2)[C:5]2[CH:10]=[C:9]([CH:11]=O)[S:8][C:6]=2[N:7]=1.[CH3:19][N:20]([CH3:29])[C:21]([N:23]1[CH2:28][CH2:27][NH:26][CH2:25][CH2:24]1)=[O:22]. (2) Given the product [C:16]([O:19][C:20]([NH:1][C@H:2]1[CH2:7][CH2:6][C:5]([F:9])([F:8])[CH2:4][C@H:3]1[C:10]([O:12][CH2:13][CH3:14])=[O:11])=[O:21])([CH3:18])([CH3:17])[CH3:15], predict the reactants needed to synthesize it. The reactants are: [NH2:1][C@H:2]1[CH2:7][CH2:6][C:5]([F:9])([F:8])[CH2:4][C@H:3]1[C:10]([O:12][CH2:13][CH3:14])=[O:11].[CH3:15][C:16]([O:19][C:20](O[C:20]([O:19][C:16]([CH3:18])([CH3:17])[CH3:15])=[O:21])=[O:21])([CH3:18])[CH3:17]. (3) Given the product [F:19][C:15]1[CH:16]=[CH:17][CH:18]=[C:13]([F:12])[C:14]=1[NH:20][C:21](=[O:22])[C:23]1[CH:24]=[CH:25][C:26]([C:27](=[O:29])[CH2:8][CH3:9])=[CH:31][CH:32]=1, predict the reactants needed to synthesize it. The reactants are: [Li]N(C)OC.Cl.[Li][CH2:8][CH2:9]CC.[F:12][C:13]1[CH:18]=[CH:17][CH:16]=[C:15]([F:19])[C:14]=1[NH:20][C:21]([C:23]1[CH:32]=[CH:31][C:26]([C:27]([O:29]C)=O)=[CH:25][CH:24]=1)=[O:22].CC[Mg+].[Br-]. (4) Given the product [CH3:1][C:2]1([CH3:32])[CH2:11][C:10]([CH3:12])([CH3:13])[C:9]2[C:4](=[CH:5][CH:6]=[C:7]([CH:14]([CH2:27][CH2:28][CH2:29][CH2:30][CH3:31])[CH2:15][O:16][C:17]3[CH:18]=[CH:19][C:20]([C:21]([OH:23])=[O:22])=[CH:25][CH:26]=3)[CH:8]=2)[O:3]1, predict the reactants needed to synthesize it. The reactants are: [CH3:1][C:2]1([CH3:32])[CH2:11][C:10]([CH3:13])([CH3:12])[C:9]2[C:4](=[CH:5][CH:6]=[C:7]([CH:14]([CH2:27][CH2:28][CH2:29][CH2:30][CH3:31])[CH2:15][O:16][C:17]3[CH:26]=[CH:25][C:20]([C:21]([O:23]C)=[O:22])=[CH:19][CH:18]=3)[CH:8]=2)[O:3]1.O.[OH-].[Li+]. (5) Given the product [C:1]([O:5][C:6](=[O:24])[NH:7][C:8]1[CH:13]=[CH:12][C:11]([C:14]#[C:15][C:16]2[CH:21]=[CH:20][CH:19]=[CH:18][C:17]=2[F:22])=[CH:10][C:9]=1[NH:23][C:28](=[O:27])[CH2:29][C:30]([C:32]1[CH:39]=[CH:38][CH:37]=[C:34]([C:35]#[N:36])[CH:33]=1)=[O:31])([CH3:4])([CH3:2])[CH3:3], predict the reactants needed to synthesize it. The reactants are: [C:1]([O:5][C:6](=[O:24])[NH:7][C:8]1[CH:13]=[CH:12][C:11]([C:14]#[C:15][C:16]2[CH:21]=[CH:20][CH:19]=[CH:18][C:17]=2[F:22])=[CH:10][C:9]=1[NH2:23])([CH3:4])([CH3:3])[CH3:2].CC1(C)[O:31][C:30]([C:32]2[CH:33]=[C:34]([CH:37]=[CH:38][CH:39]=2)[C:35]#[N:36])=[CH:29][C:28](=O)[O:27]1. (6) Given the product [C:6]([O:5][C:3](=[O:4])[CH2:2][NH2:18])([CH3:9])([CH3:8])[CH3:7], predict the reactants needed to synthesize it. The reactants are: Br[CH2:2][C:3]([O:5][C:6]([CH3:9])([CH3:8])[CH3:7])=[O:4].C[C@H]([NH2:18])C1C=CC=CC=1. (7) The reactants are: Br[C:2]1[CH:6]=[C:5]([C:7]#[C:8][C:9]([CH3:12])([CH3:11])[CH3:10])[S:4][C:3]=1[C:13]([O:15][CH3:16])=[O:14].[CH2:17]([C:19]1[N:23]=[C:22]([CH2:24][NH2:25])[O:21][N:20]=1)[CH3:18].C(=O)([O-])[O-].[Cs+].[Cs+].COC1C=CC=C(OC)C=1C1C=CC=CC=1P(C1CCCCC1)C1CCCCC1. Given the product [CH3:10][C:9]([CH3:12])([CH3:11])[C:8]#[C:7][C:5]1[S:4][C:3]([C:13]([O:15][CH3:16])=[O:14])=[C:2]([NH:25][CH2:24][C:22]2[O:21][N:20]=[C:19]([CH2:17][CH3:18])[N:23]=2)[CH:6]=1, predict the reactants needed to synthesize it.